From a dataset of Full USPTO retrosynthesis dataset with 1.9M reactions from patents (1976-2016). Predict the reactants needed to synthesize the given product. Given the product [CH3:1][O:2][C:7]1[N:16]=[C:15]([O:17][CH3:18])[C:14]2[CH2:13][CH2:12][C@H:11]3[C@H:19]([CH3:26])[C:20](=[O:25])[C:21]([C:23]#[N:24])=[CH:22][C@:10]3([C:27]3[CH:32]=[CH:31][CH:30]=[CH:29][CH:28]=3)[C:9]=2[N:8]=1, predict the reactants needed to synthesize it. The reactants are: [CH3:1][O-:2].[Na+].CO.Cl[C:7]1[N:16]=[C:15]([O:17][CH3:18])[C:14]2[CH2:13][CH2:12][C@H:11]3[C@H:19]([CH3:26])[C:20](=[O:25])[C:21]([C:23]#[N:24])=[CH:22][C@:10]3([C:27]3[CH:32]=[CH:31][CH:30]=[CH:29][CH:28]=3)[C:9]=2[N:8]=1.